This data is from CYP2C9 inhibition data for predicting drug metabolism from PubChem BioAssay. The task is: Regression/Classification. Given a drug SMILES string, predict its absorption, distribution, metabolism, or excretion properties. Task type varies by dataset: regression for continuous measurements (e.g., permeability, clearance, half-life) or binary classification for categorical outcomes (e.g., BBB penetration, CYP inhibition). Dataset: cyp2c9_veith. (1) The compound is CCCn1cnc2c(SCC(=O)O)nc(N)nc21. The result is 0 (non-inhibitor). (2) The molecule is CCOc1ccc(-c2c[n+](=O)c3c(n2[O-])CCCC3)c(OCC)c1. The result is 0 (non-inhibitor). (3) The molecule is c1cncc(CNc2nc(-c3ccoc3)nc3ccccc23)c1. The result is 0 (non-inhibitor). (4) The compound is COc1cccc(Cn2c(=O)cnc3cnc(OCc4ccccc4)nc32)c1. The result is 0 (non-inhibitor). (5) The drug is O=c1c(-c2ccccc2)nc2cncnc2n1-c1ccccc1. The result is 1 (inhibitor). (6) The compound is COc1cccc(NC(=S)N(CCc2nc3cc(C)c(C)cc3[nH]2)Cc2cccnc2)c1. The result is 1 (inhibitor). (7) The molecule is C=CC[C@@H]1C=C[C@@H](O/N=C\C[C@@H]2C=C[C@H](OC(C)=O)[C@H](COC(C)=O)O2)[C@@H](CO)O1. The result is 0 (non-inhibitor). (8) The drug is CCc1nnc(NC(=O)CCC(=O)N2CCN(c3ccccn3)CC2)s1. The result is 0 (non-inhibitor).